From a dataset of Peptide-MHC class I binding affinity with 185,985 pairs from IEDB/IMGT. Regression. Given a peptide amino acid sequence and an MHC pseudo amino acid sequence, predict their binding affinity value. This is MHC class I binding data. (1) The peptide sequence is FRRVAHSSL. The MHC is HLA-B39:01 with pseudo-sequence HLA-B39:01. The binding affinity (normalized) is 0.452. (2) The peptide sequence is ELGNILSVY. The binding affinity (normalized) is 0.102. The MHC is HLA-A01:01 with pseudo-sequence HLA-A01:01.